Dataset: Reaction yield outcomes from USPTO patents with 853,638 reactions. Task: Predict the reaction yield, written as a fraction of the theoretical maximum amount of product (1.0 means a 100% yield; for example, 0.34 means a 34% yield). (1) The reactants are [Na].C(O[C:5](=[O:23])[CH:6]([C:17]1[CH:22]=[CH:21][CH:20]=[CH:19][CH:18]=1)[CH2:7][NH:8][C:9](=[O:16])[CH2:10][C:11]([O:13][CH2:14][CH3:15])=[O:12])C. The catalyst is C(O)C.C1(C)C=CC=CC=1. The product is [O:16]=[C:9]1[CH:10]([C:11]([O:13][CH2:14][CH3:15])=[O:12])[C:5](=[O:23])[CH:6]([C:17]2[CH:18]=[CH:19][CH:20]=[CH:21][CH:22]=2)[CH2:7][NH:8]1. The yield is 0.480. (2) The reactants are [C:1]([C:5]1[CH:10]=[CH:9][C:8]([S:11](Cl)(=[O:13])=[O:12])=[CH:7][CH:6]=1)([CH3:4])([CH3:3])[CH3:2].[CH:15]1([C:18]2[CH:22]=[C:21]([NH2:23])[N:20]([C:24]3[CH:33]=[CH:32][CH:31]=[C:30]4[C:25]=3[CH:26]=[CH:27][CH:28]=[N:29]4)[N:19]=2)[CH2:17][CH2:16]1.ClCCl.[OH-].[Na+]. The catalyst is N1C=CC=CC=1. The product is [C:1]([C:5]1[CH:10]=[CH:9][C:8]([S:11]([NH:23][C:21]2[N:20]([C:24]3[CH:33]=[CH:32][CH:31]=[C:30]4[C:25]=3[CH:26]=[CH:27][CH:28]=[N:29]4)[N:19]=[C:18]([CH:15]3[CH2:17][CH2:16]3)[CH:22]=2)(=[O:13])=[O:12])=[CH:7][CH:6]=1)([CH3:4])([CH3:3])[CH3:2]. The yield is 0.350. (3) The yield is 0.710. The catalyst is C(O)C.CO. The product is [Cl:1][C:2]1[CH:3]=[CH:4][C:5]2[O:14][C:8]3([CH2:9][CH2:10][N:11]([CH2:17][C@H:18]4[CH2:20][O:19]4)[CH2:12][CH2:13]3)[CH2:7][C:6]=2[CH:15]=1. The reactants are [Cl:1][C:2]1[CH:3]=[CH:4][C:5]2[O:14][C:8]3([CH2:13][CH2:12][NH:11][CH2:10][CH2:9]3)[CH2:7][C:6]=2[CH:15]=1.Cl[CH2:17][C@H:18]1[CH2:20][O:19]1.C[O-].[Na+].